This data is from Full USPTO retrosynthesis dataset with 1.9M reactions from patents (1976-2016). The task is: Predict the reactants needed to synthesize the given product. (1) Given the product [Br:2][C:3]1[CH:8]=[C:7]([CH3:9])[C:6]([C:10]2[C:14]3[N:15]=[C:16]([CH3:28])[N:17]=[C:18]([N:19]4[CH2:20][CH2:21][CH:22]([CH2:25][C:26]([NH2:27])=[O:34])[CH2:23][CH2:24]4)[C:13]=3[S:12][C:11]=2[CH3:29])=[C:5]([CH3:30])[CH:4]=1, predict the reactants needed to synthesize it. The reactants are: Cl.[Br:2][C:3]1[CH:8]=[C:7]([CH3:9])[C:6]([C:10]2[C:14]3[N:15]=[C:16]([CH3:28])[N:17]=[C:18]([N:19]4[CH2:24][CH2:23][CH:22]([CH2:25][C:26]#[N:27])[CH2:21][CH2:20]4)[C:13]=3[S:12][C:11]=2[CH3:29])=[C:5]([CH3:30])[CH:4]=1.[OH-].[Na+].C([O-])(O)=[O:34].[Na+]. (2) Given the product [CH2:1]([N:8]1[C:14](=[O:15])[C:13]2[CH:16]=[CH:17][CH:18]=[CH:19][C:12]=2[S:11](=[O:34])[C:10]2[CH:20]=[CH:21][C:22]([C:24]([O:26][CH2:27][C:28]3[CH:33]=[CH:32][CH:31]=[CH:30][CH:29]=3)=[O:25])=[CH:23][C:9]1=2)[C:2]1[CH:3]=[CH:4][CH:5]=[CH:6][CH:7]=1, predict the reactants needed to synthesize it. The reactants are: [CH2:1]([N:8]1[C:14](=[O:15])[C:13]2[CH:16]=[CH:17][CH:18]=[CH:19][C:12]=2[S:11][C:10]2[CH:20]=[CH:21][C:22]([C:24]([O:26][CH2:27][C:28]3[CH:33]=[CH:32][CH:31]=[CH:30][CH:29]=3)=[O:25])=[CH:23][C:9]1=2)[C:2]1[CH:7]=[CH:6][CH:5]=[CH:4][CH:3]=1.[OH:34]O. (3) Given the product [Cl:30][C:31]1[CH:36]=[C:35]([C:4](=[O:28])[CH2:5][CH2:6][CH2:7][S:8][C:9]([C:22]2[CH:23]=[CH:24][CH:25]=[CH:26][CH:27]=2)([C:16]2[CH:21]=[CH:20][CH:19]=[CH:18][CH:17]=2)[C:10]2[CH:15]=[CH:14][CH:13]=[CH:12][CH:11]=2)[CH:34]=[CH:33][CH:32]=1, predict the reactants needed to synthesize it. The reactants are: CON(C)[C:4](=[O:28])[CH2:5][CH2:6][CH2:7][S:8][C:9]([C:22]1[CH:27]=[CH:26][CH:25]=[CH:24][CH:23]=1)([C:16]1[CH:21]=[CH:20][CH:19]=[CH:18][CH:17]=1)[C:10]1[CH:15]=[CH:14][CH:13]=[CH:12][CH:11]=1.[Cl:30][C:31]1[CH:32]=[C:33]([Mg]Br)[CH:34]=[CH:35][CH:36]=1. (4) Given the product [CH3:18][O:19][C:20]1[CH:29]=[CH:28][C:27]2[C:22](=[CH:23][CH:24]=[C:25]([C:30]3[CH:35]=[CH:34][CH:33]=[C:32]([O:36][CH3:37])[CH:31]=3)[CH:26]=2)[C:21]=1[C:2]1[CH:3]=[C:4]([S:8]([NH:11][C:12]2[S:13][C:14]([CH3:17])=[N:15][N:16]=2)(=[O:10])=[O:9])[CH:5]=[CH:6][CH:7]=1, predict the reactants needed to synthesize it. The reactants are: Br[C:2]1[CH:3]=[C:4]([S:8]([NH:11][C:12]2[S:13][C:14]([CH3:17])=[N:15][N:16]=2)(=[O:10])=[O:9])[CH:5]=[CH:6][CH:7]=1.[CH3:18][O:19][C:20]1[CH:29]=[CH:28][C:27]2[C:22](=[CH:23][CH:24]=[C:25]([C:30]3[CH:35]=[CH:34][CH:33]=[C:32]([O:36][CH3:37])[CH:31]=3)[CH:26]=2)[C:21]=1OB(O)O. (5) Given the product [F:10][C:11]1[CH:12]=[CH:13][C:14]([CH:17]2[CH2:19][CH:18]2[NH:20][C:21]2[C:22]3[N:36]=[N:35][N:34]([CH:37]4[CH:38]5[O:45][C:1]([CH3:3])([CH3:2])[O:44][CH:39]5[CH:40]([CH2:42][OH:43])[CH2:41]4)[C:23]=3[N:24]=[C:25]([S:27][CH2:28][CH2:29][CH3:30])[N:26]=2)=[CH:15][CH:16]=1, predict the reactants needed to synthesize it. The reactants are: [CH:1](N(CC)C(C)C)([CH3:3])[CH3:2].[F:10][C:11]1[CH:16]=[CH:15][C:14]([CH:17]2[CH2:19][CH:18]2[NH:20][C:21]2[C:22]3[N:36]=[N:35][N:34]([CH:37]4[CH2:41][CH:40]([CH2:42][OH:43])[CH:39]([OH:44])[CH:38]4[OH:45])[C:23]=3[N:24]=[C:25]([S:27][CH2:28][CH2:29][C:30](F)(F)F)[N:26]=2)=[CH:13][CH:12]=1. (6) Given the product [Cl:1][C:2]1[C:6]([N:7]([CH2:14][CH3:15])[C:8](=[O:13])[CH2:9][CH2:10][S:11]([CH3:12])(=[O:27])=[O:26])=[CH:5][N:4]([C:16]2[CH:17]=[N:18][CH:19]=[CH:20][CH:21]=2)[N:3]=1, predict the reactants needed to synthesize it. The reactants are: [Cl:1][C:2]1[C:6]([N:7]([CH2:14][CH3:15])[C:8](=[O:13])[CH2:9][CH2:10][S:11][CH3:12])=[CH:5][N:4]([C:16]2[CH:17]=[N:18][CH:19]=[CH:20][CH:21]=2)[N:3]=1.B1([O-])OO1.[OH2:26].[OH2:27].O.O.[Na+].C([O-])(O)=O.[Na+].C(OCC)(=O)C. (7) Given the product [F:1][C:2]1[CH:7]=[CH:6][C:5]([C:8]2[CH:9]=[C:10]([CH:12]3[CH2:17][CH2:16][N:15]([C:18]([O:20][C:21]([CH3:24])([CH3:23])[CH3:22])=[O:19])[CH2:14][CH2:13]3)[N:27]([CH3:26])[N:28]=2)=[CH:4][CH:3]=1, predict the reactants needed to synthesize it. The reactants are: [F:1][C:2]1[CH:7]=[CH:6][C:5]([C:8](=O)[CH2:9][C:10]([CH:12]2[CH2:17][CH2:16][N:15]([C:18]([O:20][C:21]([CH3:24])([CH3:23])[CH3:22])=[O:19])[CH2:14][CH2:13]2)=O)=[CH:4][CH:3]=1.[CH3:26][NH:27][NH2:28]. (8) Given the product [CH2:32]([C@H:7]1[O:8][C@@H:9]([C:23]2[CH:28]=[CH:27][N:26]=[CH:25][C:24]=2[NH2:29])[CH2:10][C@@H:11]([O:12][Si:13]([CH:20]([CH3:22])[CH3:21])([CH:17]([CH3:19])[CH3:18])[CH:14]([CH3:15])[CH3:16])[C@@H:6]1[O:5][Si:4]([CH:37]([CH3:38])[CH3:39])([CH:34]([CH3:36])[CH3:35])[CH:1]([CH3:3])[CH3:2])[CH3:33], predict the reactants needed to synthesize it. The reactants are: [CH:1]([Si:4]([CH:37]([CH3:39])[CH3:38])([CH:34]([CH3:36])[CH3:35])[O:5][C@H:6]1[C@H:11]([O:12][Si:13]([CH:20]([CH3:22])[CH3:21])([CH:17]([CH3:19])[CH3:18])[CH:14]([CH3:16])[CH3:15])[CH:10]=[C:9]([C:23]2[CH:28]=[CH:27][N:26]=[CH:25][C:24]=2[N+:29]([O-])=O)[O:8][C@@H:7]1[CH:32]=[CH2:33])([CH3:3])[CH3:2]. (9) Given the product [C:29]1([CH:22]([C:23]2[CH:24]=[CH:25][CH:26]=[CH:27][CH:28]=2)[CH2:21][CH2:20][N:11]([CH2:12][CH2:13][N:14]2[CH2:15][CH2:16][O:17][CH2:18][CH2:19]2)[C:10](=[O:35])[NH:9][C:5]2[CH:4]=[C:3]([CH:8]=[CH:7][CH:6]=2)[C:1]([NH2:2])=[S:38])[CH:30]=[CH:31][CH:32]=[CH:33][CH:34]=1, predict the reactants needed to synthesize it. The reactants are: [C:1]([C:3]1[CH:4]=[C:5]([NH:9][C:10](=[O:35])[N:11]([CH2:20][CH2:21][CH:22]([C:29]2[CH:34]=[CH:33][CH:32]=[CH:31][CH:30]=2)[C:23]2[CH:28]=[CH:27][CH:26]=[CH:25][CH:24]=2)[CH2:12][CH2:13][N:14]2[CH2:19][CH2:18][O:17][CH2:16][CH2:15]2)[CH:6]=[CH:7][CH:8]=1)#[N:2].C([S:38]P([O-])(OCC)=S)C.O. (10) The reactants are: [N:1]1([CH:7]2[CH2:12][CH2:11][CH:10]([NH:13][C:14](=[O:28])[C:15]3[CH:20]=[CH:19][C:18]([N+:21]([O-])=O)=[C:17]([O:24][CH2:25][C:26]#[CH:27])[CH:16]=3)[CH2:9][CH2:8]2)[CH2:6][CH2:5][O:4][CH2:3][CH2:2]1.N. Given the product [NH2:21][C:18]1[CH:19]=[CH:20][C:15]([C:14]([NH:13][CH:10]2[CH2:11][CH2:12][CH:7]([N:1]3[CH2:2][CH2:3][O:4][CH2:5][CH2:6]3)[CH2:8][CH2:9]2)=[O:28])=[CH:16][C:17]=1[O:24][CH2:25][C:26]#[CH:27], predict the reactants needed to synthesize it.